Dataset: NCI-60 drug combinations with 297,098 pairs across 59 cell lines. Task: Regression. Given two drug SMILES strings and cell line genomic features, predict the synergy score measuring deviation from expected non-interaction effect. (1) Drug 1: C1C(C(OC1N2C=C(C(=O)NC2=O)F)CO)O. Drug 2: CC12CCC3C(C1CCC2O)C(CC4=C3C=CC(=C4)O)CCCCCCCCCS(=O)CCCC(C(F)(F)F)(F)F. Cell line: MOLT-4. Synergy scores: CSS=36.2, Synergy_ZIP=5.01, Synergy_Bliss=11.8, Synergy_Loewe=-42.2, Synergy_HSA=2.24. (2) Drug 2: CC1=C(C=C(C=C1)C(=O)NC2=CC(=CC(=C2)C(F)(F)F)N3C=C(N=C3)C)NC4=NC=CC(=N4)C5=CN=CC=C5. Drug 1: CCCS(=O)(=O)NC1=C(C(=C(C=C1)F)C(=O)C2=CNC3=C2C=C(C=N3)C4=CC=C(C=C4)Cl)F. Cell line: U251. Synergy scores: CSS=6.74, Synergy_ZIP=-0.0806, Synergy_Bliss=6.92, Synergy_Loewe=4.95, Synergy_HSA=4.71. (3) Drug 2: C1=CN(C=N1)CC(O)(P(=O)(O)O)P(=O)(O)O. Cell line: CAKI-1. Drug 1: C1=NC2=C(N1)C(=S)N=C(N2)N. Synergy scores: CSS=50.2, Synergy_ZIP=-2.78, Synergy_Bliss=-2.09, Synergy_Loewe=-4.25, Synergy_HSA=1.79. (4) Drug 1: C(CN)CNCCSP(=O)(O)O. Drug 2: CC1CCCC2(C(O2)CC(NC(=O)CC(C(C(=O)C(C1O)C)(C)C)O)C(=CC3=CSC(=N3)C)C)C. Cell line: T-47D. Synergy scores: CSS=47.5, Synergy_ZIP=6.27, Synergy_Bliss=4.68, Synergy_Loewe=-7.68, Synergy_HSA=4.10. (5) Drug 1: C1=CC(=CC=C1C#N)C(C2=CC=C(C=C2)C#N)N3C=NC=N3. Drug 2: C1CN(CCN1C(=O)CCBr)C(=O)CCBr. Cell line: SF-268. Synergy scores: CSS=3.93, Synergy_ZIP=2.46, Synergy_Bliss=6.13, Synergy_Loewe=0.400, Synergy_HSA=1.07. (6) Drug 1: CCCS(=O)(=O)NC1=C(C(=C(C=C1)F)C(=O)C2=CNC3=C2C=C(C=N3)C4=CC=C(C=C4)Cl)F. Drug 2: CN1CCC(CC1)COC2=C(C=C3C(=C2)N=CN=C3NC4=C(C=C(C=C4)Br)F)OC. Cell line: SF-295. Synergy scores: CSS=4.26, Synergy_ZIP=-1.01, Synergy_Bliss=3.28, Synergy_Loewe=3.27, Synergy_HSA=3.08.